Dataset: Full USPTO retrosynthesis dataset with 1.9M reactions from patents (1976-2016). Task: Predict the reactants needed to synthesize the given product. (1) The reactants are: C([O-])=O.[NH4+].C(OC([N:15]1[CH2:20][CH2:19][C:18]([CH2:27][C:28](=[O:39])[NH:29][CH2:30][CH2:31][C:32]2[CH:37]=[CH:36][CH:35]=[CH:34][C:33]=2[F:38])([C:21]2[CH:26]=[CH:25][CH:24]=[CH:23][CH:22]=2)[CH2:17][CH2:16]1)=O)C1C=CC=CC=1. Given the product [F:38][C:33]1[CH:34]=[CH:35][CH:36]=[CH:37][C:32]=1[CH2:31][CH2:30][NH:29][C:28](=[O:39])[CH2:27][C:18]1([C:21]2[CH:26]=[CH:25][CH:24]=[CH:23][CH:22]=2)[CH2:19][CH2:20][NH:15][CH2:16][CH2:17]1, predict the reactants needed to synthesize it. (2) Given the product [F:25][C:26]1[CH:33]=[C:32]([O:34][CH2:2][C:3]2[S:7][C:6]([C:8]3[CH:13]=[CH:12][C:11]([C:14]([F:17])([F:16])[F:15])=[CH:10][CH:9]=3)=[N:5][C:4]=2[CH3:18])[CH:31]=[CH:30][C:27]=1[C:28]#[N:29], predict the reactants needed to synthesize it. The reactants are: Cl[CH2:2][C:3]1[S:7][C:6]([C:8]2[CH:13]=[CH:12][C:11]([C:14]([F:17])([F:16])[F:15])=[CH:10][CH:9]=2)=[N:5][C:4]=1[CH3:18].C(=O)([O-])[O-].[Cs+].[Cs+].[F:25][C:26]1[CH:33]=[C:32]([OH:34])[CH:31]=[CH:30][C:27]=1[C:28]#[N:29].COC(C)(C)C.